Dataset: Forward reaction prediction with 1.9M reactions from USPTO patents (1976-2016). Task: Predict the product of the given reaction. (1) Given the reactants [C:1]([N:8]1[CH2:13][CH2:12][C:11](=O)[CH2:10][CH2:9]1)([O:3][C:4]([CH3:7])([CH3:6])[CH3:5])=[O:2].[Cl:15][C:16]1[CH:21]=[CH:20][C:19]([CH2:22][CH2:23][NH2:24])=[CH:18][CH:17]=1.[CH:25]([C:27]1[CH:36]=[CH:35][C:30]([C:31]([O:33][CH3:34])=[O:32])=[CH:29][CH:28]=1)=O, predict the reaction product. The product is: [Cl:15][C:16]1[CH:21]=[CH:20][C:19]([CH2:22][CH2:23][N:24]([CH2:25][C:27]2[CH:28]=[CH:29][C:30]([C:31]([O:33][CH3:34])=[O:32])=[CH:35][CH:36]=2)[CH:11]2[CH2:12][CH2:13][N:8]([C:1]([O:3][C:4]([CH3:7])([CH3:6])[CH3:5])=[O:2])[CH2:9][CH2:10]2)=[CH:18][CH:17]=1. (2) Given the reactants [CH3:1][O:2][C:3]([C:5]1[CH:6]=[CH:7][C:8]([C:11]([OH:13])=O)=[N:9][CH:10]=1)=[O:4].[CH2:14]([N:16](CC)CC)C.C(Cl)(=O)C(C)(C)C.CN[CH:30]([NH:33][CH3:34])[CH2:31][CH3:32].[CH2:35]([O:42][C:43](Cl)=[O:44])[C:36]1[CH:41]=[CH:40][CH:39]=[CH:38][CH:37]=1, predict the reaction product. The product is: [CH2:35]([O:42][C:43]([N:16]([CH3:14])[CH2:32][CH2:31][CH2:30][N:33]([CH3:34])[C:11]([C:8]1[N:9]=[CH:10][C:5]([C:3]([O:2][CH3:1])=[O:4])=[CH:6][CH:7]=1)=[O:13])=[O:44])[C:36]1[CH:41]=[CH:40][CH:39]=[CH:38][CH:37]=1.